Dataset: Full USPTO retrosynthesis dataset with 1.9M reactions from patents (1976-2016). Task: Predict the reactants needed to synthesize the given product. (1) Given the product [F:36][CH:34]([F:35])[O:33][C:8]1[C:7]2[C:12](=[C:13]([F:16])[CH:14]=[CH:15][C:6]=2[O:5][CH2:4][C:3]([OH:37])=[O:2])[N:11]=[C:10]([CH2:17][CH3:18])[C:9]=1[CH2:19][C:20]1[CH:25]=[CH:24][C:23]([C:26]([N:28]2[CH2:29][CH2:30][CH2:31][CH2:32]2)=[O:27])=[CH:22][CH:21]=1, predict the reactants needed to synthesize it. The reactants are: C[O:2][C:3](=[O:37])[CH2:4][O:5][C:6]1[CH:15]=[CH:14][C:13]([F:16])=[C:12]2[C:7]=1[C:8]([O:33][CH:34]([F:36])[F:35])=[C:9]([CH2:19][C:20]1[CH:25]=[CH:24][C:23]([C:26]([N:28]3[CH2:32][CH2:31][CH2:30][CH2:29]3)=[O:27])=[CH:22][CH:21]=1)[C:10]([CH2:17][CH3:18])=[N:11]2.[OH-].[Li+]. (2) Given the product [C:21]1([CH2:26][C:27]#[N:28])([CH2:23][C:24]#[N:25])[CH2:22][C:19](=[CH:9][C:7]#[N:8])[CH2:20]1, predict the reactants needed to synthesize it. The reactants are: CC(C)([O-])C.[K+].[C:7]([CH2:9]P(=O)(OCC)OCC)#[N:8].O=[C:19]1[CH2:22][C:21]([CH2:26][C:27]#[N:28])([CH2:23][C:24]#[N:25])[CH2:20]1.